Predict the product of the given reaction. From a dataset of Forward reaction prediction with 1.9M reactions from USPTO patents (1976-2016). (1) Given the reactants [CH3:1][O:2][NH:3][C:4]([C:6]1[C:7](=[O:29])[C:8]2[CH:13]=[N:12][C:11](S(C)(=O)=O)=[N:10][C:9]=2[N:18]([C:20]2[CH:21]=[C:22]3[C:26](=[CH:27][CH:28]=2)[CH2:25][CH2:24][CH2:23]3)[CH:19]=1)=[O:5].[NH2:30][C:31]1[CH:32]=[C:33]([CH2:37][CH2:38][N:39]2[CH2:44][CH2:43][N:42]([C:45](=[O:47])[CH3:46])[CH2:41][CH2:40]2)[CH:34]=[CH:35][CH:36]=1, predict the reaction product. The product is: [CH3:1][O:2][NH:3][C:4]([C:6]1[C:7](=[O:29])[C:8]2[CH:13]=[N:12][C:11]([NH:30][C:31]3[CH:36]=[CH:35][CH:34]=[C:33]([CH2:37][CH2:38][N:39]4[CH2:40][CH2:41][N:42]([C:45](=[O:47])[CH3:46])[CH2:43][CH2:44]4)[CH:32]=3)=[N:10][C:9]=2[N:18]([C:20]2[CH:21]=[C:22]3[C:26](=[CH:27][CH:28]=2)[CH2:25][CH2:24][CH2:23]3)[CH:19]=1)=[O:5]. (2) Given the reactants C(C1C=[CH:23][C:6]([CH2:7][S:8][C:9]2[CH:10]=[C:11]([O:19][CH2:20][O:21][CH3:22])[C:12](=[O:18])[N:13]([CH2:15][O:16][CH3:17])[CH:14]=2)=CC=1)C.[CH3:25][C:26]1[O:27]C=C(CCl)[N:30]=1, predict the reaction product. The product is: [CH3:22][O:21][CH2:20][O:19][C:11]1[C:12](=[O:18])[N:13]([CH2:15][O:16][CH3:17])[CH:14]=[C:9]([S:8][CH2:7][C:6]2[N:30]=[C:26]([CH3:25])[O:27][CH:23]=2)[CH:10]=1. (3) Given the reactants [Br:1][C:2]1[CH:3]=[C:4]([N:8]2[C:13](=[O:14])[CH:12]=[C:11]([OH:15])[N:10]=[C:9]2[CH:16]2[CH2:21][CH2:20][CH2:19][CH2:18][CH2:17]2)[CH:5]=[CH:6][CH:7]=1.[Cl-].C[Al+]C.CCCCCC.BrC1C=[C:35](C=CC=1)[NH2:36].C1(C#N)CCCCC1.C(OCC)(=O)[CH2:49][C:50]([O:52]CC)=[O:51].C[O-:60].[Na+], predict the reaction product. The product is: [Br:1][C:2]1[CH:3]=[C:4]([N:8]2[C:13](=[O:14])[C:12]([C:35]([NH:36][CH2:49][C:50]([OH:52])=[O:51])=[O:60])=[C:11]([OH:15])[N:10]=[C:9]2[CH:16]2[CH2:21][CH2:20][CH2:19][CH2:18][CH2:17]2)[CH:5]=[CH:6][CH:7]=1. (4) Given the reactants [C:1]([C:3]1[CH:4]=[C:5]([NH:9][C:10](=[O:13])[CH2:11][CH3:12])[CH:6]=[CH:7][CH:8]=1)#[N:2].[CH3:14][O:15][C:16]1[CH:17]=[C:18]([CH:21]=[CH:22][CH:23]=1)[CH2:19]Br, predict the reaction product. The product is: [C:1]([C:3]1[CH:4]=[C:5]([N:9]([CH2:19][C:18]2[CH:21]=[CH:22][CH:23]=[C:16]([O:15][CH3:14])[CH:17]=2)[C:10](=[O:13])[CH2:11][CH3:12])[CH:6]=[CH:7][CH:8]=1)#[N:2]. (5) Given the reactants Br[CH:2]1[CH2:7][CH2:6][CH:5]([F:8])[CH2:4][CH:3]1[C:9]([CH:11]1[CH2:16][CH2:15][N:14]([CH3:17])[CH2:13][CH2:12]1)=[O:10].[CH2:18]1[CH2:22]OC[CH2:19]1, predict the reaction product. The product is: [F:8][CH:5]1[CH2:4][CH:3]([C:9]([CH:11]2[CH2:16][CH2:15][N:14]([CH3:17])[CH2:13][CH2:12]2)=[O:10])[CH:2]([CH:18]([CH3:22])[CH3:19])[CH2:7][CH2:6]1. (6) Given the reactants [CH3:1]/[C:2](/[CH2:11][CH2:12][CH:13]=[C:14]([CH3:16])[CH3:15])=[CH:3]\[CH2:4][CH2:5][C:6]([CH:8]1[CH2:10][CH2:9]1)=[CH2:7].[Cl:17][C:18]([Cl:23])([Cl:22])[C:19]([OH:21])=[O:20], predict the reaction product. The product is: [Cl:17][C:18]([Cl:23])([Cl:22])[C:19]([O:21][CH2:9][CH2:10][CH:8]=[C:6]([CH3:7])[CH2:5][CH2:4]/[CH:3]=[C:2](\[CH3:1])/[CH2:11][CH2:12][CH:13]=[C:14]([CH3:15])[CH3:16])=[O:20].